From a dataset of Full USPTO retrosynthesis dataset with 1.9M reactions from patents (1976-2016). Predict the reactants needed to synthesize the given product. (1) Given the product [Br:48][C:25]1[CH:24]=[CH:32][CH:31]=[C:27]2[C:26]=1[O:33][C:34]1[CH:35]=[CH:36][C:37]([OH:40])=[CH:38][C:39]=1[C:28]2=[O:30], predict the reactants needed to synthesize it. The reactants are: CS(O)(=O)=O.O=P12OP3(OP(OP(O3)(O1)=O)(=O)O2)=O.C([C:24]1[CH:32]=[CH:31][C:27]([C:28]([OH:30])=O)=[C:26]([O:33][C:34]2[CH:39]=[CH:38][C:37]([O:40]CC3C=CC=CC=3)=[CH:36][CH:35]=2)[C:25]=1[Br:48])(C)(C)C. (2) The reactants are: [Cl:1][C:2]1[CH:3]=[C:4]([C:33]2[CH:38]=[CH:37][C:36]([C:39]([OH:41])=O)=[CH:35][CH:34]=2)[CH:5]=[C:6]([Cl:32])[C:7]=1[CH2:8][C@@H:9]1[CH2:13][CH2:12][N:11]([N:14]2[CH2:19][CH2:18][CH:17]([O:20][Si:21]([CH:28]([CH3:30])[CH3:29])([CH:25]([CH3:27])[CH3:26])[CH:22]([CH3:24])[CH3:23])[CH2:16][CH2:15]2)[C:10]1=[O:31].C(N1C=CN=C1)(N1C=CN=C1)=O.Cl.[F:55][C:56]1([F:62])[CH2:61][CH2:60][NH:59][CH2:58][CH2:57]1.C(N(C(C)C)CC)(C)C. Given the product [Cl:32][C:6]1[CH:5]=[C:4]([C:33]2[CH:34]=[CH:35][C:36]([C:39]([N:59]3[CH2:60][CH2:61][C:56]([F:62])([F:55])[CH2:57][CH2:58]3)=[O:41])=[CH:37][CH:38]=2)[CH:3]=[C:2]([Cl:1])[C:7]=1[CH2:8][C@@H:9]1[CH2:13][CH2:12][N:11]([N:14]2[CH2:15][CH2:16][CH:17]([O:20][Si:21]([CH:25]([CH3:26])[CH3:27])([CH:22]([CH3:24])[CH3:23])[CH:28]([CH3:29])[CH3:30])[CH2:18][CH2:19]2)[C:10]1=[O:31], predict the reactants needed to synthesize it. (3) The reactants are: [OH-].[K+].C[O:4][C:5](=[O:70])/[CH:6]=[CH:7]\[CH:8]=[CH:9]\[C@H:10]([CH3:69])[C@@H:11]([O:61][Si:62]([C:65]([CH3:68])([CH3:67])[CH3:66])([CH3:64])[CH3:63])[CH2:12][C@H:13]([O:53][Si:54]([C:57]([CH3:60])([CH3:59])[CH3:58])([CH3:56])[CH3:55])/[CH:14]=[CH:15]\[C@H:16]([CH3:52])[C@H:17]([O:44][Si:45]([C:48]([CH3:51])([CH3:50])[CH3:49])([CH3:47])[CH3:46])[C@H:18]([CH3:43])[CH2:19][C@@H:20]([CH3:42])[CH2:21][CH2:22][C@@H:23]([O:34][Si:35]([C:38]([CH3:41])([CH3:40])[CH3:39])([CH3:37])[CH3:36])[C@H:24]([CH3:33])[C@@H:25]([OH:32])[C@@H:26]([CH3:31])/[CH:27]=[CH:28]\[CH:29]=[CH2:30]. Given the product [Si:62]([O:61][C@@H:11]([CH2:12][C@H:13]([O:53][Si:54]([C:57]([CH3:60])([CH3:59])[CH3:58])([CH3:55])[CH3:56])/[CH:14]=[CH:15]\[C@H:16]([CH3:52])[C@H:17]([O:44][Si:45]([C:48]([CH3:51])([CH3:50])[CH3:49])([CH3:46])[CH3:47])[C@H:18]([CH3:43])[CH2:19][C@@H:20]([CH3:42])[CH2:21][CH2:22][C@@H:23]([O:34][Si:35]([C:38]([CH3:39])([CH3:40])[CH3:41])([CH3:37])[CH3:36])[C@H:24]([CH3:33])[C@@H:25]([OH:32])[C@@H:26]([CH3:31])/[CH:27]=[CH:28]\[CH:29]=[CH2:30])[C@@H:10]([CH3:69])/[CH:9]=[CH:8]/[CH:7]=[CH:6]\[C:5]([OH:70])=[O:4])([C:65]([CH3:66])([CH3:67])[CH3:68])([CH3:64])[CH3:63], predict the reactants needed to synthesize it.